Task: Regression. Given two drug SMILES strings and cell line genomic features, predict the synergy score measuring deviation from expected non-interaction effect.. Dataset: Merck oncology drug combination screen with 23,052 pairs across 39 cell lines Drug 1: CC1(c2nc3c(C(N)=O)cccc3[nH]2)CCCN1. Synergy scores: synergy=9.60. Drug 2: CCc1cnn2c(NCc3ccc[n+]([O-])c3)cc(N3CCCCC3CCO)nc12. Cell line: MSTO.